Dataset: Forward reaction prediction with 1.9M reactions from USPTO patents (1976-2016). Task: Predict the product of the given reaction. (1) The product is: [F:29][C:26]1[CH:27]=[CH:28][C:23]([NH:22][C:20]2[N:19]([CH3:30])[C:18]3[CH:31]=[CH:32][C:15]([O:14][C:12]4[CH:11]=[CH:10][N:9]=[C:8]([C:6]([OH:7])=[O:5])[CH:13]=4)=[CH:16][C:17]=3[N:21]=2)=[CH:24][CH:25]=1. Given the reactants C([O:5][C:6]([C:8]1[CH:13]=[C:12]([O:14][C:15]2[CH:32]=[CH:31][C:18]3[N:19]([CH3:30])[C:20]([NH:22][C:23]4[CH:28]=[CH:27][C:26]([F:29])=[CH:25][CH:24]=4)=[N:21][C:17]=3[CH:16]=2)[CH:11]=[CH:10][N:9]=1)=[O:7])(C)(C)C, predict the reaction product. (2) Given the reactants Cl[Si:2]([CH3:13])([CH3:12])[CH:3]1[C:7]([CH3:8])=[C:6]([CH3:9])[C:5]([CH3:10])=[C:4]1[CH3:11].[C:14]([NH-:18])([CH3:17])([CH3:16])[CH3:15].[Li+], predict the reaction product. The product is: [C:14]([NH:18][Si:2]([CH:3]1[C:7]([CH3:8])=[C:6]([CH3:9])[C:5]([CH3:10])=[C:4]1[CH3:11])([CH3:13])[CH3:12])([CH3:17])([CH3:16])[CH3:15]. (3) Given the reactants [Cl:1][C:2]1[C:9]([Cl:10])=[CH:8][CH:7]=[CH:6][C:3]=1[CH:4]=O.[NH2:11][C:12]1[CH:16]=[CH:15][NH:14][N:13]=1.O=[C:18]([CH2:25][CH2:26][CH3:27])[CH2:19][C:20]([O:22][CH2:23][CH3:24])=[O:21], predict the reaction product. The product is: [Cl:1][C:2]1[C:9]([Cl:10])=[CH:8][CH:7]=[CH:6][C:3]=1[CH:4]1[C:19]([C:20]([O:22][CH2:23][CH3:24])=[O:21])=[C:18]([CH2:25][CH2:26][CH3:27])[NH:11][C:12]2=[N:13][NH:14][CH:15]=[C:16]12. (4) Given the reactants [N+:1]([C:4]1[CH:5]=[C:6]([CH:12]=[CH:13][C:14]=1[N:15]1[CH2:20][CH2:19][CH2:18][CH2:17][CH2:16]1)[C:7]([O:9][CH2:10][CH3:11])=[O:8])([O-])=O, predict the reaction product. The product is: [NH2:1][C:4]1[CH:5]=[C:6]([CH:12]=[CH:13][C:14]=1[N:15]1[CH2:20][CH2:19][CH2:18][CH2:17][CH2:16]1)[C:7]([O:9][CH2:10][CH3:11])=[O:8]. (5) Given the reactants [Na].O.[Br:3][C:4]1[CH:5]=[C:6]([C:10]2[CH:11]=[C:12](Cl)[N:13]=[N:14][CH:15]=2)[CH:7]=[CH:8][CH:9]=1.[CH2:17]([OH:19])[CH3:18], predict the reaction product. The product is: [Br:3][C:4]1[CH:5]=[C:6]([C:10]2[CH:11]=[C:12]([O:19][CH2:17][CH3:18])[N:13]=[N:14][CH:15]=2)[CH:7]=[CH:8][CH:9]=1. (6) Given the reactants [C:1]([O:5][C:6](=[O:26])[NH:7][CH2:8][CH2:9][C@H:10]([N:12]1[CH2:17][CH2:16][CH:15]([NH:18][CH2:19][CH:20]2[CH2:25][CH2:24][CH2:23][CH2:22][CH2:21]2)[CH2:14][CH2:13]1)[CH3:11])([CH3:4])([CH3:3])[CH3:2].C1([O:33][C:34](=O)[NH:35][O:36][CH3:37])C=CC=CC=1, predict the reaction product. The product is: [C:1]([O:5][C:6](=[O:26])[NH:7][CH2:8][CH2:9][C@H:10]([N:12]1[CH2:17][CH2:16][CH:15]([N:18]([CH2:19][CH:20]2[CH2:25][CH2:24][CH2:23][CH2:22][CH2:21]2)[C:34]([NH:35][O:36][CH3:37])=[O:33])[CH2:14][CH2:13]1)[CH3:11])([CH3:2])([CH3:3])[CH3:4]. (7) Given the reactants [N:1]([CH2:4][CH2:5][O:6][CH2:7][CH2:8][O:9][CH2:10][CH2:11][O:12][CH2:13][CH2:14][NH2:15])=[N+:2]=[N-:3].C1C(=O)N([O:23][C:24]([CH2:26][CH2:27][CH2:28][CH2:29][C@@H:30]2[S:34][CH2:33][C@@H:32]3[NH:35][C:36]([NH:38][C@H:31]23)=[O:37])=O)C(=O)C1, predict the reaction product. The product is: [N:1]([CH2:4][CH2:5][O:6][CH2:7][CH2:8][O:9][CH2:10][CH2:11][O:12][CH2:13][CH2:14][NH:15][C:24](=[O:23])[CH2:26][CH2:27][CH2:28][CH2:29][C@H:30]1[C@@H:31]2[C@@H:32]([NH:35][C:36](=[O:37])[NH:38]2)[CH2:33][S:34]1)=[N+:2]=[N-:3].